The task is: Predict the reaction yield, written as a fraction of the theoretical maximum amount of product (1.0 means a 100% yield; for example, 0.34 means a 34% yield).. This data is from Reaction yield outcomes from USPTO patents with 853,638 reactions. (1) The reactants are O.[NH2:2][NH2:3].[IH:4].CS[C:7]1[NH:8][CH2:9][CH2:10][CH2:11][CH2:12][N:13]=1.CCOCC. The catalyst is CCO. The product is [IH:4].[NH:13]1[CH2:12][CH2:11][CH2:10][CH2:9][NH:8][C:7]1=[N:2][NH2:3]. The yield is 1.00. (2) The reactants are [C:1]([O:5][C:6]([N:8]1[CH2:18][CH2:17][C:11]2[N:12]=[C:13]([NH2:16])[N:14]=[CH:15][C:10]=2[CH2:9]1)=[O:7])([CH3:4])([CH3:3])[CH3:2].[CH2:19]([O:21][C:22]1[CH:30]=[CH:29][CH:28]=[CH:27][C:23]=1[C:24](Cl)=[O:25])[CH3:20].[OH-].[Na+].C(Cl)Cl. The catalyst is N1C=CC=CC=1. The product is [C:1]([O:5][C:6]([N:8]1[CH2:18][CH2:17][C:11]2[N:12]=[C:13]([NH:16][C:24](=[O:25])[C:23]3[CH:27]=[CH:28][CH:29]=[CH:30][C:22]=3[O:21][CH2:19][CH3:20])[N:14]=[CH:15][C:10]=2[CH2:9]1)=[O:7])([CH3:4])([CH3:2])[CH3:3]. The yield is 0.720. (3) The reactants are [CH3:1][S:2][CH:3](SC)[CH:4]1[C:13](=O)[C:12]2[C:7](=[CH:8][CH:9]=[CH:10][CH:11]=2)[N:6]([S:15]([C:18]2[CH:23]=[CH:22][C:21]([Cl:24])=[CH:20][CH:19]=2)(=[O:17])=[O:16])[CH2:5]1.C(O)C.O.[NH2:31][NH2:32].O1CCCC1. The catalyst is O. The product is [Cl:24][C:21]1[CH:22]=[CH:23][C:18]([S:15]([N:6]2[C:7]3[CH:8]=[CH:9][CH:10]=[CH:11][C:12]=3[C:13]3[NH:31][N:32]=[C:3]([S:2][CH3:1])[C:4]=3[CH2:5]2)(=[O:17])=[O:16])=[CH:19][CH:20]=1. The yield is 0.660. (4) The reactants are C[O:2][C:3]([C:5]1[S:6][CH:7]=[CH:8][C:9]=1[S:10]([NH:13][C:14]1[CH:15]=[CH:16][CH:17]=[C:18]2[C:22]=1[NH:21][C:20]([C:23]([O:25]CC)=[O:24])=[CH:19]2)(=[O:12])=[O:11])=[O:4].CO.[OH-].[K+].C(O)(=O)CC(CC(O)=O)(C(O)=O)O. The catalyst is O1CCCC1. The product is [C:3]([C:5]1[S:6][CH:7]=[CH:8][C:9]=1[S:10]([NH:13][C:14]1[CH:15]=[CH:16][CH:17]=[C:18]2[C:22]=1[NH:21][C:20]([C:23]([OH:25])=[O:24])=[CH:19]2)(=[O:12])=[O:11])([OH:4])=[O:2]. The yield is 0.620. (5) The reactants are [OH:1][C:2]1[CH:22]=[CH:21][C:5]([CH2:6][N:7]2[CH2:12][C@@H:11]3[CH2:13][C@H:8]2[CH2:9][N:10]3C(OC(C)(C)C)=O)=[CH:4][CH:3]=1.[ClH:23]. The catalyst is C(Cl)Cl. The product is [ClH:23].[ClH:23].[C@H:8]12[CH2:13][C@H:11]([NH:10][CH2:9]1)[CH2:12][N:7]2[CH2:6][C:5]1[CH:21]=[CH:22][C:2]([OH:1])=[CH:3][CH:4]=1. The yield is 1.00.